This data is from Forward reaction prediction with 1.9M reactions from USPTO patents (1976-2016). The task is: Predict the product of the given reaction. (1) Given the reactants [C:1]([O:5][C:6]([NH:8][CH2:9][CH2:10][C:11]1[C:19]2[C:14](=[CH:15][C:16]([Cl:23])=[C:17]3[O:22][CH2:21][CH2:20][C:18]3=2)[NH:13][C:12]=1[C:24]([OH:26])=O)=[O:7])([CH3:4])([CH3:3])[CH3:2].C(O[C:32]([NH:34]CCC1C2C(Cl)=C3OCCC3=CC=2NC=1C(O)=O)=O)(C)(C)C.C(N(C(C)C)CC)(C)C.Cl.CN.F[P-](F)(F)(F)(F)F.N1(OC(N(C)C)=[N+](C)C)C2N=CC=CC=2N=N1, predict the reaction product. The product is: [Cl:23][C:16]1[CH:15]=[C:14]2[C:19]([C:11]([CH2:10][CH2:9][NH:8][C:6](=[O:7])[O:5][C:1]([CH3:3])([CH3:4])[CH3:2])=[C:12]([C:24](=[O:26])[NH:34][CH3:32])[NH:13]2)=[C:18]2[CH2:20][CH2:21][O:22][C:17]=12. (2) Given the reactants [CH3:1][CH2:2][CH2:3][CH2:4][CH2:5][CH2:6][CH2:7][CH2:8][CH2:9][CH2:10][C:11]([O:13]C)=[O:12].[O:15]1CC[O:17][CH2:16]1.O=[CH:21][CH2:22][CH2:23][CH2:24][CH2:25][CH2:26][CH2:27][CH2:28][CH2:29]CC(OC)=O.[CH3:35]O, predict the reaction product. The product is: [CH3:35][C:10]([C:11]([OH:13])=[O:12])([C:16]([OH:15])=[O:17])[CH2:9][CH2:8][CH2:7][CH2:6][CH2:5][CH2:4][CH2:3][CH:2]=[CH:1][CH2:21][CH2:22][CH2:23][CH2:24][CH2:25][CH2:26][CH2:27][CH2:28][CH3:29].